Task: Predict the reaction yield, written as a fraction of the theoretical maximum amount of product (1.0 means a 100% yield; for example, 0.34 means a 34% yield).. Dataset: Reaction yield outcomes from USPTO patents with 853,638 reactions (1) The reactants are P(Cl)(Cl)([Cl:3])=O.O[C:7]1[C:8]2[CH:21]=[C:20]([CH3:22])[S:19][C:9]=2[N:10]=[C:11]([CH2:13][CH2:14][C:15]([F:18])([F:17])[F:16])[N:12]=1. The catalyst is CN(C=O)C. The product is [Cl:3][C:7]1[C:8]2[CH:21]=[C:20]([CH3:22])[S:19][C:9]=2[N:10]=[C:11]([CH2:13][CH2:14][C:15]([F:18])([F:17])[F:16])[N:12]=1. The yield is 0.350. (2) The reactants are [Br:1][C:2]1[N:7]=[CH:6][C:5]2[CH:8]=[C:9]([C:11]3[CH:12]=[N:13][N:14]([CH3:16])[CH:15]=3)[NH:10][C:4]=2[CH:3]=1.[CH:17]1([O:21][C:22](Cl)=[O:23])[CH2:20][CH2:19][CH2:18]1.C1(O)CCC1.C(Cl)(Cl)=O. The catalyst is CN(C=O)C.C1(C)C=CC=CC=1.C(OCC)(=O)C.O. The product is [CH:17]1([O:21][C:22]([N:10]2[C:4]3[CH:3]=[C:2]([Br:1])[N:7]=[CH:6][C:5]=3[CH:8]=[C:9]2[C:11]2[CH:12]=[N:13][N:14]([CH3:16])[CH:15]=2)=[O:23])[CH2:20][CH2:19][CH2:18]1. The yield is 0.702.